Dataset: Forward reaction prediction with 1.9M reactions from USPTO patents (1976-2016). Task: Predict the product of the given reaction. (1) Given the reactants [C:1]([CH:5]1[CH2:18][C:17]2[O:16][C:15](=O)[C:14]3[CH:13]=[N:12][CH:11]=[C:10]([CH3:20])[C:9]=3[C:8]=2[CH2:7][O:6]1)([CH3:4])([CH3:3])[CH3:2].[NH3:21], predict the reaction product. The product is: [C:1]([CH:5]1[CH2:18][C:17]2[NH:21][C:15](=[O:16])[C:14]3[CH:13]=[N:12][CH:11]=[C:10]([CH3:20])[C:9]=3[C:8]=2[CH2:7][O:6]1)([CH3:4])([CH3:3])[CH3:2]. (2) Given the reactants [Cl:1][C:2]1[CH:3]=[C:4]([CH:6]=[CH:7][CH:8]=1)[NH2:5].CO[CH:11]1[CH2:15][CH2:14][CH:13](OC)O1.O, predict the reaction product. The product is: [Cl:1][C:2]1[CH:3]=[C:4]([N:5]2[CH:11]=[CH:15][CH:14]=[CH:13]2)[CH:6]=[CH:7][CH:8]=1. (3) Given the reactants Cl[C:2]1[N:11]=[C:10]([C:12]2[CH:17]=[CH:16][C:15]([CH:18]([CH3:20])[CH3:19])=[CH:14][CH:13]=2)[C:9]2[C:4](=[CH:5][C:6]([O:23][CH3:24])=[C:7]([O:21][CH3:22])[CH:8]=2)[N:3]=1.[F-:25].[K+], predict the reaction product. The product is: [F:25][C:2]1[N:11]=[C:10]([C:12]2[CH:17]=[CH:16][C:15]([CH:18]([CH3:20])[CH3:19])=[CH:14][CH:13]=2)[C:9]2[C:4](=[CH:5][C:6]([O:23][CH3:24])=[C:7]([O:21][CH3:22])[CH:8]=2)[N:3]=1. (4) Given the reactants [Cl:1][C:2]1[CH:3]=[C:4]2[C:9](=[CH:10][CH:11]=1)[C@:8]([CH2:17][O:18][C:19]1[CH:31]=[CH:30][C:22]([C:23]([O:25]C(C)(C)C)=[O:24])=[CH:21][C:20]=1[N+:32]([O-:34])=[O:33])([CH:12](OC)[O:13]C)[CH2:7][CH2:6][CH2:5]2.[O-]S(C(F)(F)F)(=O)=O.[Er+3].[O-]S(C(F)(F)F)(=O)=O.[O-]S(C(F)(F)F)(=O)=O.O, predict the reaction product. The product is: [Cl:1][C:2]1[CH:3]=[C:4]2[C:9](=[CH:10][CH:11]=1)[C@:8]([CH2:17][O:18][C:19]1[CH:31]=[CH:30][C:22]([C:23]([OH:25])=[O:24])=[CH:21][C:20]=1[N+:32]([O-:34])=[O:33])([CH:12]=[O:13])[CH2:7][CH2:6][CH2:5]2. (5) Given the reactants [C:1]([CH2:4][CH2:5][C:6]([O:8][CH:9]1[CH2:18][CH:17]([CH3:19])[CH2:16][C:15]2[N:14]=[N:13][C:12]([C:20]3[CH:25]=[CH:24][CH:23]=[C:22]([C:26]([F:29])([F:28])[F:27])[CH:21]=3)=[CH:11][C:10]1=2)=[O:7])([OH:3])=[O:2].[CH3:30][Si](C=[N+]=[N-])(C)C, predict the reaction product. The product is: [CH3:30][O:2][C:1]([CH2:4][CH2:5][C:6]([O:8][CH:9]1[CH2:18][CH:17]([CH3:19])[CH2:16][C:15]2[N:14]=[N:13][C:12]([C:20]3[CH:25]=[CH:24][CH:23]=[C:22]([C:26]([F:27])([F:28])[F:29])[CH:21]=3)=[CH:11][C:10]1=2)=[O:7])=[O:3]. (6) Given the reactants [CH:1]([C:3]1[N:8]=[C:7]([OH:9])[C:6]([NH:10][C:11](=[O:25])[CH:12]([C:19]2[CH:24]=[CH:23][CH:22]=[CH:21][CH:20]=2)[C:13]2[CH:18]=[CH:17][CH:16]=[CH:15][CH:14]=2)=[CH:5][N:4]=1)=[O:2].[O-:26]Cl=O.[Na+].[OH-].[K+], predict the reaction product. The product is: [C:19]1([CH:12]([C:13]2[CH:18]=[CH:17][CH:16]=[CH:15][CH:14]=2)[C:11]([NH:10][C:6]2[C:7]([OH:9])=[N:8][C:3]([C:1]([OH:26])=[O:2])=[N:4][CH:5]=2)=[O:25])[CH:20]=[CH:21][CH:22]=[CH:23][CH:24]=1. (7) Given the reactants [N:1]1[CH:6]=[CH:5][CH:4]=[C:3]([CH:7]=[CH:8][C:9]([OH:11])=O)[CH:2]=1.C(Cl)(=O)C(Cl)=O.[C:18]1([CH:24]([C:35]2[CH:40]=[CH:39][CH:38]=[CH:37][CH:36]=2)[N:25]2[CH2:30][CH2:29][CH:28]([CH2:31][CH2:32][CH2:33][NH2:34])[CH2:27][CH2:26]2)[CH:23]=[CH:22][CH:21]=[CH:20][CH:19]=1, predict the reaction product. The product is: [C:18]1([CH:24]([C:35]2[CH:40]=[CH:39][CH:38]=[CH:37][CH:36]=2)[N:25]2[CH2:30][CH2:29][CH:28]([CH2:31][CH2:32][CH2:33][NH:34][C:9](=[O:11])[CH:8]=[CH:7][C:3]3[CH:2]=[N:1][CH:6]=[CH:5][CH:4]=3)[CH2:27][CH2:26]2)[CH:19]=[CH:20][CH:21]=[CH:22][CH:23]=1.